This data is from Full USPTO retrosynthesis dataset with 1.9M reactions from patents (1976-2016). The task is: Predict the reactants needed to synthesize the given product. (1) Given the product [CH2:18]([N:1]1[CH2:6][CH2:5][CH2:4][C:3]2([C:14]3[C:9](=[CH:10][CH:11]=[CH:12][CH:13]=3)[NH:8][C:7]2=[O:15])[CH2:2]1)[CH:17]=[CH2:16], predict the reactants needed to synthesize it. The reactants are: [NH:1]1[CH2:6][CH2:5][CH2:4][C:3]2([C:14]3[C:9](=[CH:10][CH:11]=[CH:12][CH:13]=3)[NH:8][C:7]2=[O:15])[CH2:2]1.[CH2:16](Br)[CH:17]=[CH2:18].C. (2) Given the product [CH3:17][O:18][N:19]([CH3:20])[C:2]1[N:7]=[C:6]([NH:8][CH:9]2[CH2:11][CH2:10]2)[N:5]=[C:4]([NH:12][CH2:13][C:14]#[CH:15])[N:3]=1, predict the reactants needed to synthesize it. The reactants are: Cl[C:2]1[N:7]=[C:6]([NH:8][CH:9]2[CH2:11][CH2:10]2)[N:5]=[C:4]([NH:12][CH2:13][C:14]#[CH:15])[N:3]=1.Cl.[CH3:17][O:18][NH:19][CH3:20].[OH-].[Na+].C([O-])(O)=O.[Na+].